Dataset: Reaction yield outcomes from USPTO patents with 853,638 reactions. Task: Predict the reaction yield, written as a fraction of the theoretical maximum amount of product (1.0 means a 100% yield; for example, 0.34 means a 34% yield). (1) The reactants are Br[C:2]1[CH:7]=[CH:6][CH:5]=[CH:4][C:3]=1[S:8][CH2:9][CH2:10][C:11]([O:13][CH2:14][CH3:15])=[O:12].[F:16][C:17]1[CH:22]=[C:21](B2OC(C)(C)C(C)(C)O2)[CH:20]=[CH:19][C:18]=1[C:32]1[CH:33]=[N:34][C:35]([NH2:38])=[N:36][CH:37]=1.C(Cl)Cl.C([O-])([O-])=O.[Na+].[Na+]. The yield is 0.820. The product is [NH2:38][C:35]1[N:36]=[CH:37][C:32]([C:18]2[C:17]([F:16])=[CH:22][C:21]([C:2]3[CH:7]=[CH:6][CH:5]=[CH:4][C:3]=3[S:8][CH2:9][CH2:10][C:11]([O:13][CH2:14][CH3:15])=[O:12])=[CH:20][CH:19]=2)=[CH:33][N:34]=1. The catalyst is C1C=CC(P(C2C=CC=CC=2)[C-]2C=CC=C2)=CC=1.C1C=CC(P(C2C=CC=CC=2)[C-]2C=CC=C2)=CC=1.Cl[Pd]Cl.[Fe+2].O1CCOCC1.O. (2) The reactants are [Br:1][C:2]1[CH:3]=[C:4]([CH:12]=[C:13]([OH:15])[CH:14]=1)[C:5]([NH:7][CH2:8][CH:9]([CH3:11])[CH3:10])=[O:6].I[CH:17]([CH3:19])[CH3:18].C(=O)([O-])[O-].[K+].[K+]. The catalyst is C(OCC)(=O)C.CN(C=O)C.C(#N)C.O.O.C(#N)C. The product is [Br:1][C:2]1[CH:3]=[C:4]([CH:12]=[C:13]([O:15][CH:17]([CH3:19])[CH3:18])[CH:14]=1)[C:5]([NH:7][CH2:8][CH:9]([CH3:11])[CH3:10])=[O:6]. The yield is 1.00.